Dataset: Catalyst prediction with 721,799 reactions and 888 catalyst types from USPTO. Task: Predict which catalyst facilitates the given reaction. Reactant: [NH:1]1[C:5]([C:6]2[CH:7]=[C:8]([NH:12][C:13]([CH:15]3[CH:19]([C:20]4[CH:25]=[CH:24][CH:23]=[C:22]([Cl:26])[C:21]=4[F:27])[C:18]([C:30]4[CH:35]=[CH:34][C:33]([Cl:36])=[CH:32][C:31]=4[F:37])([C:28]#[N:29])[CH:17]([CH2:38][C:39]([CH3:42])([CH3:41])[CH3:40])[NH:16]3)=[O:14])[CH:9]=[CH:10][CH:11]=2)=[N:4][N:3]=[N:2]1. Product: [NH:4]1[C:5]([C:6]2[CH:7]=[C:8]([NH:12][C:13]([C@@H:15]3[C@@H:19]([C:20]4[CH:25]=[CH:24][CH:23]=[C:22]([Cl:26])[C:21]=4[F:27])[C@@:18]([C:30]4[CH:35]=[CH:34][C:33]([Cl:36])=[CH:32][C:31]=4[F:37])([C:28]#[N:29])[C@@H:17]([CH2:38][C:39]([CH3:42])([CH3:41])[CH3:40])[NH:16]3)=[O:14])[CH:9]=[CH:10][CH:11]=2)=[N:1][N:2]=[N:3]1. The catalyst class is: 5.